This data is from Reaction yield outcomes from USPTO patents with 853,638 reactions. The task is: Predict the reaction yield, written as a fraction of the theoretical maximum amount of product (1.0 means a 100% yield; for example, 0.34 means a 34% yield). (1) The reactants are [C:1]([NH:8][CH2:9][CH2:10][NH2:11])([O:3]C(C)(C)C)=O.[C:12]1([CH3:21])[CH:17]=[CH:16][CH:15]=[C:14]([N:18]=C=O)[CH:13]=1. The catalyst is C(#N)C. The product is [CH3:21][C:12]1[CH:13]=[C:14]([NH:18][C:1]([NH:8][CH2:9][CH2:10][NH2:11])=[O:3])[CH:15]=[CH:16][CH:17]=1. The yield is 0.210. (2) The reactants are [NH2:1][C:2]1[CH:11]=[C:10]2[C:5]([CH:6]=[CH:7][CH:8]=[C:9]2[N:12]2[CH2:17][CH2:16][N:15]([CH3:18])[CH2:14][CH2:13]2)=[CH:4][CH:3]=1.C(N(CC)CC)C.[C:26]([C:28]1[CH:29]=[C:30]([CH:34]=[CH:35][CH:36]=1)[C:31](Cl)=[O:32])#[N:27]. The catalyst is C(#N)C. The product is [C:26]([C:28]1[CH:29]=[C:30]([CH:34]=[CH:35][CH:36]=1)[C:31]([NH:1][C:2]1[CH:11]=[C:10]2[C:5]([CH:6]=[CH:7][CH:8]=[C:9]2[N:12]2[CH2:17][CH2:16][N:15]([CH3:18])[CH2:14][CH2:13]2)=[CH:4][CH:3]=1)=[O:32])#[N:27]. The yield is 0.600. (3) The product is [Br:30][C:20]1[CH:21]=[CH:22][C:23]2[N:11]([C:1]3[C:10]4[C:5](=[CH:6][CH:7]=[CH:8][CH:9]=4)[CH:4]=[CH:3][CH:2]=3)[C:12]3[C:17]([C:18]=2[CH:19]=1)=[CH:16][CH:15]=[CH:14][CH:13]=3. The reactants are [C:1]1([N:11]2[C:23]3[CH:22]=[CH:21][CH:20]=[CH:19][C:18]=3[C:17]3[C:12]2=[CH:13][CH:14]=[CH:15][CH:16]=3)[C:10]2[C:5](=[CH:6][CH:7]=[CH:8][CH:9]=2)[CH:4]=[CH:3][CH:2]=1.C(OCC)(=O)C.[Br:30]N1C(=O)CCC1=O. The catalyst is C1(C)C=CC=CC=1. The yield is 0.990. (4) The reactants are [OH:1][C:2]1[CH:24]=[CH:23][C:22]([C:25]2[CH:30]=[CH:29][CH:28]=[CH:27][CH:26]=2)=[CH:21][C:3]=1[C:4]([NH:6][C:7]1[CH:12]=[C:11]([C:13]([F:16])([F:15])[F:14])[CH:10]=[C:9]([C:17]([F:20])([F:19])[F:18])[CH:8]=1)=[O:5].[N:31]1([C:37](Cl)=[O:38])[CH2:36][CH2:35][O:34][CH2:33][CH2:32]1. No catalyst specified. The product is [O:34]1[CH2:35][CH2:36][N:31]([C:37]([O:1][C:2]2[CH:24]=[CH:23][C:22]([C:25]3[CH:30]=[CH:29][CH:28]=[CH:27][CH:26]=3)=[CH:21][C:3]=2[C:4]([NH:6][C:7]2[CH:8]=[C:9]([C:17]([F:18])([F:19])[F:20])[CH:10]=[C:11]([C:13]([F:14])([F:15])[F:16])[CH:12]=2)=[O:5])=[O:38])[CH2:32][CH2:33]1. The yield is 0.914. (5) The catalyst is C1(C)C=CC=CC=1.C(Cl)(Cl)Cl. The yield is 0.166. The product is [S:1]1[C:5]2[CH:6]=[C:7]([NH:10][C:17]([NH:16][C:13]([CH3:15])([CH3:14])[CH2:12][Cl:11])=[O:18])[CH:8]=[CH:9][C:4]=2[N:3]=[CH:2]1. The reactants are [S:1]1[C:5]2[CH:6]=[C:7]([NH2:10])[CH:8]=[CH:9][C:4]=2[N:3]=[CH:2]1.[Cl:11][CH2:12][C:13]([N:16]=[C:17]=[O:18])([CH3:15])[CH3:14].CO.